From a dataset of Forward reaction prediction with 1.9M reactions from USPTO patents (1976-2016). Predict the product of the given reaction. (1) Given the reactants [CH2:1]([O:8][C:9](=[O:20])[CH:10]([O:18][NH2:19])[CH2:11][C:12]1[CH:17]=[CH:16][CH:15]=[CH:14][CH:13]=1)[C:2]1[CH:7]=[CH:6][CH:5]=[CH:4][CH:3]=1.[CH3:21][C:22]([O:25][C:26](O[C:26]([O:25][C:22]([CH3:24])([CH3:23])[CH3:21])=[O:27])=[O:27])([CH3:24])[CH3:23], predict the reaction product. The product is: [CH2:1]([O:8][C:9](=[O:20])[CH:10]([O:18][NH:19][C:26]([O:25][C:22]([CH3:24])([CH3:23])[CH3:21])=[O:27])[CH2:11][C:12]1[CH:17]=[CH:16][CH:15]=[CH:14][CH:13]=1)[C:2]1[CH:3]=[CH:4][CH:5]=[CH:6][CH:7]=1. (2) Given the reactants [F:1][C:2]([F:11])([F:10])[C:3]1[CH:4]=[CH:5][C:6]([NH2:9])=[N:7][CH:8]=1.[Cl:12][C:13]1[CH:14]=[C:15]([CH:18]=[CH:19][CH:20]=1)[CH:16]=O.O.C1(C)C=CC(S(O)(=O)=O)=CC=1.[N+:33]([CH:35]([CH3:37])[CH3:36])#[C-:34], predict the reaction product. The product is: [Cl:12][C:13]1[CH:14]=[C:15]([C:16]2[N:9]=[C:6]3[CH:5]=[CH:4][C:3]([C:2]([F:1])([F:10])[F:11])=[CH:8][N:7]3[C:34]=2[NH:33][CH:35]([CH3:37])[CH3:36])[CH:18]=[CH:19][CH:20]=1. (3) Given the reactants [Cl:1][C:2]1[N:3]=[C:4](Cl)[C:5]2[CH2:10][CH2:9][CH2:8][C:6]=2[N:7]=1.C(N(CC)C(C)C)(C)C.[CH:21]([C:24]1[NH:28][N:27]=[C:26]([NH2:29])[CH:25]=1)([CH3:23])[CH3:22], predict the reaction product. The product is: [Cl:1][C:2]1[N:3]=[C:4]([NH:29][C:26]2[CH:25]=[C:24]([CH:21]([CH3:23])[CH3:22])[NH:28][N:27]=2)[C:5]2[CH2:10][CH2:9][CH2:8][C:6]=2[N:7]=1. (4) The product is: [C:14]([O:13][C:3](=[O:12])[CH:4]([C:19]1[CH:24]=[C:23]([F:25])[CH:22]=[C:21]([F:26])[C:20]=1[N+:27]([O-:29])=[O:28])[C:5]([O:7][C:8]([CH3:9])([CH3:10])[CH3:11])=[O:6])([CH3:17])([CH3:16])[CH3:15]. Given the reactants [H-].[Na+].[C:3]([O:13][C:14]([CH3:17])([CH3:16])[CH3:15])(=[O:12])[CH2:4][C:5]([O:7][C:8]([CH3:11])([CH3:10])[CH3:9])=[O:6].F[C:19]1[CH:24]=[C:23]([F:25])[CH:22]=[C:21]([F:26])[C:20]=1[N+:27]([O-:29])=[O:28], predict the reaction product.